From a dataset of Catalyst prediction with 721,799 reactions and 888 catalyst types from USPTO. Predict which catalyst facilitates the given reaction. (1) Reactant: [Br:1][C:2]1[CH:7]=[CH:6][C:5]([CH:8]([CH2:12][N:13]2[CH2:17][CH2:16][CH:15](N(CC)CC)[CH2:14]2)[C:9]([OH:11])=O)=[CH:4][CH:3]=1.CC[N:25]([CH:29]([CH3:31])C)[CH:26]([CH3:28])C.C1CN([P+](Br)(N2CCCC2)N2CCCC2)CC1.F[P-](F)(F)(F)(F)F.[Cl:56][C:57]1[CH:62]=[CH:61][C:60]([NH2:63])=[CH:59][CH:58]=1. Product: [Br:1][C:2]1[CH:3]=[CH:4][C:5]([CH:8]([CH2:12][N:13]2[CH2:14][CH2:15][CH2:16][CH:17]2[N:25]([CH2:26][CH3:28])[CH2:29][CH3:31])[C:9]([NH:63][C:60]2[CH:61]=[CH:62][C:57]([Cl:56])=[CH:58][CH:59]=2)=[O:11])=[CH:6][CH:7]=1. The catalyst class is: 2. (2) Reactant: [CH3:1][S:2]([CH2:5][C@H:6]([NH:8][C:9]([C:11]1[C:19]2[C:14](=[N:15][CH:16]=[C:17]([C:20]3[C:28]4[C:23](=[CH:24][C:25]([Cl:29])=[CH:26][CH:27]=4)[N:22]([CH3:30])[N:21]=3)[N:18]=2)[N:13](COCC[Si](C)(C)C)[CH:12]=1)=[O:10])[CH3:7])(=[O:4])=[O:3].FC(F)(F)C(O)=O.C([O-])(=O)C.[Na+].O. Product: [CH3:1][S:2]([CH2:5][C@H:6]([NH:8][C:9]([C:11]1[C:19]2[C:14](=[N:15][CH:16]=[C:17]([C:20]3[C:28]4[C:23](=[CH:24][C:25]([Cl:29])=[CH:26][CH:27]=4)[N:22]([CH3:30])[N:21]=3)[N:18]=2)[NH:13][CH:12]=1)=[O:10])[CH3:7])(=[O:3])=[O:4]. The catalyst class is: 96. (3) Reactant: [Br:1][C:2]1[CH:3]=[C:4]([CH2:8][C:9]([CH3:20])([CH3:19])[CH2:10][NH:11]C(=O)OC(C)(C)C)[CH:5]=[CH:6][CH:7]=1.[ClH:21].CCOC(C)=O. Product: [ClH:21].[Br:1][C:2]1[CH:3]=[C:4]([CH2:8][C:9]([CH3:20])([CH3:19])[CH2:10][NH2:11])[CH:5]=[CH:6][CH:7]=1. The catalyst class is: 25. (4) Reactant: [Cl:1][CH2:2][CH2:3][O:4][C:5]1[CH:10]=[CH:9][CH:8]=[CH:7][C:6]=1[N+:11]([O-:13])=[O:12].Cl[CH2:15][S:16]([C:19]1[CH:24]=[CH:23][CH:22]=[CH:21][CH:20]=1)(=[O:18])=[O:17].CC(C)([O-])C.[K+].Cl. Product: [C:19]1([S:16]([CH2:15][C:7]2[CH:8]=[CH:9][CH:10]=[C:5]([O:4][CH2:3][CH2:2][Cl:1])[C:6]=2[N+:11]([O-:13])=[O:12])(=[O:18])=[O:17])[CH:24]=[CH:23][CH:22]=[CH:21][CH:20]=1. The catalyst class is: 1.